From a dataset of Forward reaction prediction with 1.9M reactions from USPTO patents (1976-2016). Predict the product of the given reaction. (1) The product is: [CH3:21][O:22][C:23]1[CH:24]=[C:25]([C@H:29]([NH:31][S:17]([C:12]2[CH:13]=[CH:14][CH:15]=[CH:16][C:11]=2[N+:8]([O-:10])=[O:9])(=[O:19])=[O:18])[CH3:30])[CH:26]=[CH:27][CH:28]=1. Given the reactants C(N(CC)CC)C.[N+:8]([C:11]1[CH:16]=[CH:15][CH:14]=[CH:13][C:12]=1[S:17](Cl)(=[O:19])=[O:18])([O-:10])=[O:9].[CH3:21][O:22][C:23]1[CH:24]=[C:25]([C@H:29]([NH2:31])[CH3:30])[CH:26]=[CH:27][CH:28]=1, predict the reaction product. (2) Given the reactants [C:1]12([CH2:8][O:9][C:10]3[C:22](Cl)=[CH:21][C:13]([C:14]([O:16][C:17]([CH3:20])([CH3:19])[CH3:18])=[O:15])=[C:12]([F:24])[CH:11]=3)[CH2:7][CH:6]1[CH2:5][CH2:4][CH2:3][CH2:2]2.[CH:25]1(B(O)O)[CH2:27][CH2:26]1.F[B-](F)(F)F.C1(P(C2CCCCC2)C2CCCCC2)CCCCC1.P([O-])([O-])([O-])=O.[K+].[K+].[K+], predict the reaction product. The product is: [C:1]12([CH2:8][O:9][C:10]3[C:22]([CH:25]4[CH2:27][CH2:26]4)=[CH:21][C:13]([C:14]([O:16][C:17]([CH3:20])([CH3:19])[CH3:18])=[O:15])=[C:12]([F:24])[CH:11]=3)[CH2:7][CH:6]1[CH2:5][CH2:4][CH2:3][CH2:2]2.